From a dataset of Forward reaction prediction with 1.9M reactions from USPTO patents (1976-2016). Predict the product of the given reaction. Given the reactants C([O:8][C:9]1[CH:14]=[CH:13][C:12]([N:15]2[CH2:20][CH2:19][N:18]([CH2:21][CH2:22][C:23]3[CH:28]=[CH:27][C:26]([C:29]([F:32])([F:31])[F:30])=[CH:25][CH:24]=3)[CH2:17][CH2:16]2)=[CH:11][CH:10]=1)C1C=CC=CC=1, predict the reaction product. The product is: [F:32][C:29]([F:30])([F:31])[C:26]1[CH:27]=[CH:28][C:23]([CH2:22][CH2:21][N:18]2[CH2:17][CH2:16][N:15]([C:12]3[CH:13]=[CH:14][C:9]([OH:8])=[CH:10][CH:11]=3)[CH2:20][CH2:19]2)=[CH:24][CH:25]=1.